This data is from Reaction yield outcomes from USPTO patents with 853,638 reactions. The task is: Predict the reaction yield, written as a fraction of the theoretical maximum amount of product (1.0 means a 100% yield; for example, 0.34 means a 34% yield). (1) The reactants are [N:1]12[CH2:8][CH2:7][C:4]([C:9]([C:19]3[CH:24]=[CH:23][CH:22]=[C:21]([O:25][CH3:26])[CH:20]=3)([C:11]3[CH:16]=[CH:15][CH:14]=[C:13]([O:17][CH3:18])[CH:12]=3)[OH:10])([CH2:5][CH2:6]1)[CH2:3][CH2:2]2.[C:27]1([O:33][CH2:34][CH2:35][CH2:36][Br:37])[CH:32]=[CH:31][CH:30]=[CH:29][CH:28]=1. The catalyst is CC#N. The product is [Br-:37].[OH:10][C:9]([C:19]1[CH:24]=[CH:23][CH:22]=[C:21]([O:25][CH3:26])[CH:20]=1)([C:11]1[CH:16]=[CH:15][CH:14]=[C:13]([O:17][CH3:18])[CH:12]=1)[C:4]12[CH2:5][CH2:6][N+:1]([CH2:36][CH2:35][CH2:34][O:33][C:27]3[CH:32]=[CH:31][CH:30]=[CH:29][CH:28]=3)([CH2:2][CH2:3]1)[CH2:8][CH2:7]2. The yield is 0.332. (2) The reactants are [CH:1]1[N:2]=[CH:3][N:4]2[CH2:9][CH2:8][CH2:7][CH2:6][C:5]=12.[Li]CCCC.CN([CH:18]=[O:19])C. The catalyst is C1COCC1. The product is [CH:1]1[N:2]=[C:3]([CH:18]=[O:19])[N:4]2[CH2:9][CH2:8][CH2:7][CH2:6][C:5]=12. The yield is 0.400. (3) The product is [NH2:1][C:2]1[C:11]2[C:6](=[C:7]([C:22]3[CH:21]=[C:20]([F:19])[CH:25]=[C:24]([F:26])[CH:23]=3)[CH:8]=[CH:9][CH:10]=2)[N:5]=[N:4][C:3]=1[C:13]([NH:15][CH2:16][CH2:17][CH3:18])=[O:14]. The reactants are [NH2:1][C:2]1[C:11]2[C:6](=[C:7](Br)[CH:8]=[CH:9][CH:10]=2)[N:5]=[N:4][C:3]=1[C:13]([NH:15][CH2:16][CH2:17][CH3:18])=[O:14].[F:19][C:20]1[CH:21]=[C:22](B(O)O)[CH:23]=[C:24]([F:26])[CH:25]=1. The catalyst is [Pd](Cl)Cl.C1(P(C2C=CC=CC=2)C2C=CC=CC=2)C=CC=CC=1.C1(P(C2C=CC=CC=2)C2C=CC=CC=2)C=CC=CC=1. The yield is 0.897.